Dataset: Reaction yield outcomes from USPTO patents with 853,638 reactions. Task: Predict the reaction yield, written as a fraction of the theoretical maximum amount of product (1.0 means a 100% yield; for example, 0.34 means a 34% yield). (1) The reactants are [O:1]=[C:2]1[C:10]2[C:5](=[CH:6][C:7]([C:11]([OH:13])=[O:12])=[CH:8][CH:9]=2)[NH:4][NH:3]1.Cl.[CH3:15]O. No catalyst specified. The product is [OH:1][C:2]1[C:10]2[C:5](=[CH:6][C:7]([C:11]([O:13][CH3:15])=[O:12])=[CH:8][CH:9]=2)[NH:4][N:3]=1. The yield is 1.00. (2) The reactants are [OH:1][CH2:2][CH:3]([N:5]1[C:9]2=[N:10][CH:11]=[CH:12][CH:13]=[C:8]2[C:7]([C:14]([O:16][C:17]([CH3:20])([CH3:19])[CH3:18])=[O:15])=[C:6]1[CH3:21])[CH3:4]. The catalyst is C(Cl)Cl. The product is [CH3:21][C:6]1[N:5]([CH:3]([CH3:4])[CH:2]=[O:1])[C:9]2=[N:10][CH:11]=[CH:12][CH:13]=[C:8]2[C:7]=1[C:14]([O:16][C:17]([CH3:18])([CH3:20])[CH3:19])=[O:15]. The yield is 0.530.